Dataset: Reaction yield outcomes from USPTO patents with 853,638 reactions. Task: Predict the reaction yield, written as a fraction of the theoretical maximum amount of product (1.0 means a 100% yield; for example, 0.34 means a 34% yield). The reactants are Cl[CH2:2][C:3]([C:5]1[C:6]([CH3:16])=[C:7]([NH:12][C:13](=[O:15])[CH3:14])[C:8]([CH3:11])=[CH:9][CH:10]=1)=[O:4].Cl.[N:18]1([C:24]2[C:28]3[CH:29]=[CH:30][CH:31]=[CH:32][C:27]=3[S:26][N:25]=2)[CH2:23][CH2:22][NH:21][CH2:20][CH2:19]1. No catalyst specified. The product is [S:26]1[C:27]2[CH:32]=[CH:31][CH:30]=[CH:29][C:28]=2[C:24]([N:18]2[CH2:19][CH2:20][N:21]([CH2:2][C:3]([C:5]3[C:6]([CH3:16])=[C:7]([NH:12][C:13](=[O:15])[CH3:14])[C:8]([CH3:11])=[CH:9][CH:10]=3)=[O:4])[CH2:22][CH2:23]2)=[N:25]1. The yield is 0.650.